This data is from Orexin1 receptor HTS with 218,158 compounds and 233 confirmed actives. The task is: Binary Classification. Given a drug SMILES string, predict its activity (active/inactive) in a high-throughput screening assay against a specified biological target. (1) The molecule is S(c1n(c2ncccc2n1)C)CC(=O)NCC(OCC)=O. The result is 0 (inactive). (2) The molecule is O=C(Nc1nn(nn1)CCC)c1ccc(c2ccccc2)cc1. The result is 0 (inactive). (3) The molecule is s\1\c(n(CCCOC)c(=O)c1=C/c1c(OC(F)F)cccc1)=C(/C(=O)NCCCC)C#N. The result is 0 (inactive). (4) The result is 0 (inactive). The molecule is O1CCN(C2(CCCCC2)CNC(=O)c2oc3c(c2)cccc3)CC1. (5) The compound is O=C(N\N=C\c1ccccc1)C1CC(C1)=C. The result is 0 (inactive). (6) The compound is Brc1c(OC(=O)c2ccccc2)c(cc(Br)c1)/C=N\NC(=O)c1n[nH]c(c1)C. The result is 0 (inactive). (7) The compound is O1N=C(CC1Cn1c2c(c(cc1=O)C)cccc2)c1ccc(N(C)C)cc1. The result is 0 (inactive). (8) The molecule is OC(=O)C1CCN(CC1)c1ncnc2c1cc(OCCOC)c(OCCOC)c2. The result is 0 (inactive). (9) The drug is O=C1C(=C/NN(c2ccccc2)C)/C=C([N+]([O-])=O)C=C1. The result is 1 (active). (10) The molecule is s1\c(n(c(c1C)C)CC)=C1\SC(=S)N(C1=O)CC. The result is 1 (active).